From a dataset of Full USPTO retrosynthesis dataset with 1.9M reactions from patents (1976-2016). Predict the reactants needed to synthesize the given product. (1) Given the product [F:25][C:23]([F:26])([CH3:24])[CH2:22][O:21][C:17]1[N:16]=[CH:15][C:14]([CH:12]([N:9]2[C:10](=[O:11])[C:6]3[CH:5]=[CH:4][N:3]=[C:2]([C:27]([O:29][C:30]4[CH:35]=[CH:34][CH:33]=[CH:32][CH:31]=4)=[O:28])[C:7]=3[CH2:8]2)[CH3:13])=[CH:19][C:18]=1[CH3:20], predict the reactants needed to synthesize it. The reactants are: Cl[C:2]1[C:7]2[CH2:8][N:9]([CH:12]([C:14]3[CH:15]=[N:16][C:17]([O:21][CH2:22][C:23]([F:26])([F:25])[CH3:24])=[C:18]([CH3:20])[CH:19]=3)[CH3:13])[C:10](=[O:11])[C:6]=2[CH:5]=[CH:4][N:3]=1.[CH:27]([O:29][C:30]1[CH:35]=[CH:34][CH:33]=[CH:32][CH:31]=1)=[O:28]. (2) Given the product [CH2:1]([N:3]([CH2:29][C:30]1[CH:31]=[CH:32][C:33]([O:36][CH2:39][CH2:40][N:42]2[CH2:46][CH2:45][CH2:44][CH2:43]2)=[CH:34][CH:35]=1)[C:4]1[CH:9]=[C:8]([O:10][CH3:11])[CH:7]=[CH:6][C:5]=1[C@@H:12]1[CH2:21][CH2:20][C:19]2[CH:18]=[C:17]([OH:22])[CH:16]=[CH:15][C:14]=2[CH2:13]1)[CH3:2], predict the reactants needed to synthesize it. The reactants are: [CH2:1]([N:3]([C:29](=O)[C:30]1[CH:35]=[CH:34][C:33]([OH:36])=[CH:32][CH:31]=1)[C:4]1[CH:9]=[C:8]([O:10][CH3:11])[CH:7]=[CH:6][C:5]=1[C@@H:12]1[CH2:21][CH2:20][C:19]2[CH:18]=[C:17]([O:22]C(=O)C(C)(C)C)[CH:16]=[CH:15][C:14]=2[CH2:13]1)[CH3:2].Cl[CH2:39][C:40]([N:42]1[CH2:46][CH2:45][CH2:44][CH2:43]1)=O. (3) Given the product [CH:1]1([CH2:4][N:5]2[C:13]3[C:8](=[CH:9][CH:10]=[C:11]([O:14][CH2:15][CH3:16])[CH:12]=3)[C:7]([I:26])=[C:6]2[C:17]2[CH:18]=[CH:19][C:20]([N+:23]([O-:25])=[O:24])=[CH:21][CH:22]=2)[CH2:3][CH2:2]1, predict the reactants needed to synthesize it. The reactants are: [CH:1]1([CH2:4][N:5]2[C:13]3[C:8](=[CH:9][CH:10]=[C:11]([O:14][CH2:15][CH3:16])[CH:12]=3)[CH:7]=[C:6]2[C:17]2[CH:22]=[CH:21][C:20]([N+:23]([O-:25])=[O:24])=[CH:19][CH:18]=2)[CH2:3][CH2:2]1.[I:26]N1C(=O)CCC1=O. (4) Given the product [Br:1][C:2]1[CH:3]=[C:4]([C:11]([O:13][CH2:14][CH3:15])=[O:12])[C:5]2[CH:10]=[N:9][N:8]([CH:23]3[CH2:26][CH2:25][CH2:24]3)[C:6]=2[N:7]=1, predict the reactants needed to synthesize it. The reactants are: [Br:1][C:2]1[CH:3]=[C:4]([C:11]([O:13][CH2:14][CH3:15])=[O:12])[C:5]2[CH:10]=[N:9][NH:8][C:6]=2[N:7]=1.C([O-])([O-])=O.[K+].[K+].Br[CH:23]1[CH2:26][CH2:25][CH2:24]1. (5) Given the product [C:11]([N:3]1[CH:4]=[CH:5][N:6]([C:7]([CH3:10])([CH3:9])[CH3:8])[SiH:2]1[CH:20]=[C:21]([CH3:25])[CH3:22])([CH3:14])([CH3:13])[CH3:12], predict the reactants needed to synthesize it. The reactants are: Cl[SiH:2]1[N:6]([C:7]([CH3:10])([CH3:9])[CH3:8])[CH:5]=[CH:4][N:3]1[C:11]([CH3:14])([CH3:13])[CH3:12].O1CCCC1.[CH3:20][C:21]([CH3:25])=[CH:22][Mg]Br. (6) Given the product [Si:1]([O:8][C@H:9]1[CH2:18][C:17]([CH3:19])([CH3:20])[CH2:16][C:15]2[N:14]=[C:13]([CH:21]([CH3:23])[CH3:22])[C:12]3[C@@H:24]([C:26]4[S:27][C:28]([C:31]([F:32])([F:34])[F:33])=[CH:29][CH:30]=4)[O:25][C:35]4([CH2:39][CH2:38][CH2:37][CH:36]4[I:40])[C:11]=3[C:10]1=2)([C:4]([CH3:6])([CH3:7])[CH3:5])([CH3:2])[CH3:3], predict the reactants needed to synthesize it. The reactants are: [Si:1]([O:8][C@H:9]1[CH2:18][C:17]([CH3:20])([CH3:19])[CH2:16][C:15]2[N:14]=[C:13]([CH:21]([CH3:23])[CH3:22])[C:12]([C@@H:24]([C:26]3[S:27][C:28]([C:31]([F:34])([F:33])[F:32])=[CH:29][CH:30]=3)[OH:25])=[C:11]([C:35]3[CH2:39][CH2:38][CH2:37][CH:36]=3)[C:10]1=2)([C:4]([CH3:7])([CH3:6])[CH3:5])([CH3:3])[CH3:2].[I:40]I.C(=O)(O)[O-].[Na+]. (7) Given the product [CH3:18][C:20]1[C:29]([CH3:30])=[C:28]([O:31][C:32](=[O:33])[CH3:34])[C:27]2[C:22](=[CH:23][C:24]([F:38])=[C:25]([F:37])[CH:26]=2)[N:21]=1, predict the reactants needed to synthesize it. The reactants are: [H-].[Na+].CC1C(C)=C(O)C2C(=CC(F)=C(F)C=2)N=1.[CH2:18]([C:20]1[C:29]([CH3:30])=[C:28]([O:31][C:32]([CH:34]2CC2)=[O:33])[C:27]2[C:22](=[CH:23][C:24]([F:38])=[C:25]([F:37])[CH:26]=2)[N:21]=1)C.C(C1C(C)=C(OC(C2CC2)=O)C2C(=CC=C(F)C=2F)N=1)C.